This data is from Experimentally validated miRNA-target interactions with 360,000+ pairs, plus equal number of negative samples. The task is: Binary Classification. Given a miRNA mature sequence and a target amino acid sequence, predict their likelihood of interaction. The miRNA is dme-miR-124-3p with sequence UAAGGCACGCGGUGAAUGCCAAG. The protein sequence of the target gene is MNHCQLPVVIDNGSGMIKAGVAGCREPQFIYPNIIGRAKGQSRAAQGGLELCVGDQAQDWRSSLFISYPVERGLITSWEDMEIMWKHIYDYNLKLKPCDGPVLITEPALNPLANRQQITEMFFEHLGVPAFYMSIQAVLALFAAGFTTGLVLNSGAGVTQSVPIFEGYCLPHGVQQLDLAGLDLTNYLMVLMKNHGIMLLSASDRKIVEDIKESFCYVAMNYEEEMAKKPDCLEKVYQLPDGKVIQLHDQLFSCPEALFSPCHMNLEAPGIDKICFSSIMKCDTGLRNSFFSNIILAGGS.... Result: 0 (no interaction).